From a dataset of Full USPTO retrosynthesis dataset with 1.9M reactions from patents (1976-2016). Predict the reactants needed to synthesize the given product. Given the product [CH3:26][O:27][CH2:28][CH2:29][CH2:30][NH:31][C:23]([C:22]1[CH:21]=[N:20][N:5]2[C:6]([CH3:19])=[C:7]([CH2:8][C:9]3[CH:14]=[CH:13][CH:12]=[C:11]([C:15]([F:17])([F:18])[F:16])[CH:10]=3)[C:2]([CH3:1])=[N:3][C:4]=12)=[O:25], predict the reactants needed to synthesize it. The reactants are: [CH3:1][C:2]1[C:7]([CH2:8][C:9]2[CH:14]=[CH:13][CH:12]=[C:11]([C:15]([F:18])([F:17])[F:16])[CH:10]=2)=[C:6]([CH3:19])[N:5]2[N:20]=[CH:21][C:22]([C:23]([OH:25])=O)=[C:4]2[N:3]=1.[CH3:26][O:27][CH2:28][CH2:29][CH2:30][NH2:31].